The task is: Predict the product of the given reaction.. This data is from Forward reaction prediction with 1.9M reactions from USPTO patents (1976-2016). Given the reactants [CH3:1][S:2]([CH:5]=[CH2:6])(=[O:4])=[O:3].[CH3:7][NH2:8].[ClH:9], predict the reaction product. The product is: [ClH:9].[CH3:7][NH:8][CH2:6][CH2:5][S:2]([CH3:1])(=[O:4])=[O:3].